Task: Regression. Given a peptide amino acid sequence and an MHC pseudo amino acid sequence, predict their binding affinity value. This is MHC class II binding data.. Dataset: Peptide-MHC class II binding affinity with 134,281 pairs from IEDB (1) The peptide sequence is KVYLAWVPAHKGIGG. The MHC is DRB1_0802 with pseudo-sequence DRB1_0802. The binding affinity (normalized) is 0.512. (2) The MHC is HLA-DQA10501-DQB10402 with pseudo-sequence HLA-DQA10501-DQB10402. The peptide sequence is AAEVLVVLSELPDFL. The binding affinity (normalized) is 0.